This data is from NCI-60 drug combinations with 297,098 pairs across 59 cell lines. The task is: Regression. Given two drug SMILES strings and cell line genomic features, predict the synergy score measuring deviation from expected non-interaction effect. Drug 1: C1=CC(=CC=C1C#N)C(C2=CC=C(C=C2)C#N)N3C=NC=N3. Drug 2: CCN(CC)CCNC(=O)C1=C(NC(=C1C)C=C2C3=C(C=CC(=C3)F)NC2=O)C. Cell line: SF-268. Synergy scores: CSS=-2.76, Synergy_ZIP=0.682, Synergy_Bliss=-1.42, Synergy_Loewe=-11.1, Synergy_HSA=-9.53.